From a dataset of Peptide-MHC class II binding affinity with 134,281 pairs from IEDB. Regression. Given a peptide amino acid sequence and an MHC pseudo amino acid sequence, predict their binding affinity value. This is MHC class II binding data. (1) The binding affinity (normalized) is 0.651. The MHC is DRB4_0101 with pseudo-sequence DRB4_0103. The peptide sequence is CDMLRLIDYNKAALS. (2) The peptide sequence is IPCLSDEKCQDRTEL. The MHC is DRB1_0101 with pseudo-sequence DRB1_0101. The binding affinity (normalized) is 0. (3) The binding affinity (normalized) is 0.382. The MHC is DRB5_0101 with pseudo-sequence DRB5_0101. The peptide sequence is EAMSQVTNSATIMMQR. (4) The peptide sequence is EKKYFAATQFCPLAA. The MHC is HLA-DQA10501-DQB10201 with pseudo-sequence HLA-DQA10501-DQB10201. The binding affinity (normalized) is 0.379.